From a dataset of Reaction yield outcomes from USPTO patents with 853,638 reactions. Predict the reaction yield, written as a fraction of the theoretical maximum amount of product (1.0 means a 100% yield; for example, 0.34 means a 34% yield). (1) The reactants are Cl[C:2]1[CH:7]=[CH:6][C:5]([S:8]([NH:11][C:12]2[CH:17]=[CH:16][CH:15]=[C:14]([Cl:18])[CH:13]=2)(=[O:10])=[O:9])=[CH:4][C:3]=1[N+:19]([O-:21])=[O:20].[CH3:22][N:23]1[CH2:28][CH2:27][NH:26][CH2:25][CH2:24]1.C([O-])([O-])=O.[K+].[K+]. The catalyst is CC#N. The product is [Cl:18][C:14]1[CH:13]=[C:12]([NH:11][S:8]([C:5]2[CH:6]=[CH:7][C:2]([N:26]3[CH2:27][CH2:28][N:23]([CH3:22])[CH2:24][CH2:25]3)=[C:3]([N+:19]([O-:21])=[O:20])[CH:4]=2)(=[O:10])=[O:9])[CH:17]=[CH:16][CH:15]=1. The yield is 0.850. (2) The reactants are [Na:1].C(C1(C[CH2:15][O:16][C:17]2[CH:22]=[CH:21][N:20]=[C:19]([CH2:23][S:24]([C:26]3[NH:30][C:29]4[CH:31]=[CH:32][CH:33]=[CH:34][C:28]=4[N:27]=3)=[O:25])[C:18]=2[CH3:35])OCC2(OCCO2)CO1)C.ClC1C=CC=C(C(OO)=O)C=1.[CH3:47][C:48]1([CH2:53]CO)[O:52][CH2:51][CH2:50][O:49]1. No catalyst specified. The product is [Na:1].[CH3:35][C:18]1[C:19]([CH2:23][S:24]([C:26]2[NH:27][C:28]3[CH:34]=[CH:33][CH:32]=[CH:31][C:29]=3[N:30]=2)=[O:25])=[N:20][CH:21]=[CH:22][C:17]=1[O:16][CH2:15][CH2:47][C:48]1([CH3:53])[O:52][CH2:51][CH2:50][O:49]1. The yield is 0.144.